Dataset: Forward reaction prediction with 1.9M reactions from USPTO patents (1976-2016). Task: Predict the product of the given reaction. (1) Given the reactants [NH2:1][C:2]1[CH:10]=[CH:9][CH:8]=[C:7]([F:11])[C:3]=1[C:4]([OH:6])=O.Cl.[F:13][C:14]1[CH:19]=[CH:18][CH:17]=[CH:16][C:15]=1[NH:20][NH2:21].C1C=CC2N(O)N=NC=2C=1.CN1CCOCC1.CCN=C=NCCCN(C)C.Cl, predict the reaction product. The product is: [F:13][C:14]1[CH:19]=[CH:18][CH:17]=[CH:16][C:15]=1[NH:20][NH:21][C:4](=[O:6])[C:3]1[C:7]([F:11])=[CH:8][CH:9]=[CH:10][C:2]=1[NH2:1]. (2) Given the reactants [F:1][C:2]1[CH:7]=[CH:6][C:5]([N:8]2[C:16]3[C:11](=[CH:12][C:13]([OH:17])=[CH:14][CH:15]=3)[CH:10]=[CH:9]2)=[CH:4][CH:3]=1.[F:18][C:19]([F:32])([F:31])[S:20](O[S:20]([C:19]([F:32])([F:31])[F:18])(=[O:22])=[O:21])(=[O:22])=[O:21], predict the reaction product. The product is: [F:1][C:2]1[CH:7]=[CH:6][C:5]([N:8]2[C:16]3[C:11](=[CH:12][C:13]([O:17][S:20]([C:19]([F:32])([F:31])[F:18])(=[O:22])=[O:21])=[CH:14][CH:15]=3)[CH:10]=[CH:9]2)=[CH:4][CH:3]=1. (3) The product is: [Cl:1][C:2]1[C:7]([N:8]=[C:9]([Cl:20])[CH2:10][CH3:11])=[C:6]([CH3:13])[CH:5]=[C:4]([C:14](=[O:18])[CH:15]([CH3:17])[CH3:16])[N:3]=1. Given the reactants [Cl:1][C:2]1[C:7]([NH:8][C:9](=O)[CH2:10][CH3:11])=[C:6]([CH3:13])[CH:5]=[C:4]([C:14](=[O:18])[CH:15]([CH3:17])[CH3:16])[N:3]=1.P(Cl)(Cl)(Cl)(Cl)[Cl:20], predict the reaction product. (4) The product is: [Cl:1][C:2]1[C:3]2[N:10]([CH2:18][CH2:19][O:20][CH2:21][CH3:22])[CH:9]=[CH:8][C:4]=2[N:5]=[CH:6][N:7]=1. Given the reactants [Cl:1][C:2]1[C:3]2[NH:10][CH:9]=[CH:8][C:4]=2[N:5]=[CH:6][N:7]=1.C(=O)([O-])[O-].[Cs+].[Cs+].Br[CH2:18][CH2:19][O:20][CH2:21][CH3:22], predict the reaction product. (5) Given the reactants [Br:1][C:2]1[CH:7]=[C:6](I)[CH:5]=[CH:4][N:3]=1.C[Si](C)(C)[C:11]#[C:12][CH3:13].C(N(CC)CC)C.[F-].C([N+](CCCC)(CCCC)CCCC)CCC, predict the reaction product. The product is: [Br:1][C:2]1[CH:7]=[C:6]([C:11]#[C:12][CH3:13])[CH:5]=[CH:4][N:3]=1. (6) Given the reactants [OH:1][C:2]1[C:11]2[C:6](=[N:7][CH:8]=[CH:9][CH:10]=2)[N:5]([CH2:12][CH2:13][CH:14]([CH3:16])[CH3:15])[C:4](=[O:17])[C:3]=1[C:18]1[NH:23][C:22]2[CH:24]=[CH:25][C:26]([NH:28][S:29](=[O:42])(=[O:41])[NH:30][C:31]([O:33][CH2:34][C:35]3[CH:40]=[CH:39][CH:38]=[CH:37][CH:36]=3)=[O:32])=[CH:27][C:21]=2[S:20](=[O:44])(=[O:43])[N:19]=1.[CH3:45][Si](C=[N+]=[N-])(C)C, predict the reaction product. The product is: [OH:1][C:2]1[C:11]2[C:6](=[N:7][CH:8]=[CH:9][CH:10]=2)[N:5]([CH2:12][CH2:13][CH:14]([CH3:16])[CH3:15])[C:4](=[O:17])[C:3]=1[C:18]1[NH:23][C:22]2[CH:24]=[CH:25][C:26]([NH:28][S:29](=[O:42])(=[O:41])[N:30]([CH3:45])[C:31]([O:33][CH2:34][C:35]3[CH:40]=[CH:39][CH:38]=[CH:37][CH:36]=3)=[O:32])=[CH:27][C:21]=2[S:20](=[O:43])(=[O:44])[N:19]=1.